The task is: Binary Classification. Given a drug SMILES string, predict its activity (active/inactive) in a high-throughput screening assay against a specified biological target.. This data is from HIV replication inhibition screening data with 41,000+ compounds from the AIDS Antiviral Screen. The drug is CCOC(=O)CN1C(=O)SC(=C2C(=O)N(C)c3ccccc32)C1=O. The result is 0 (inactive).